From a dataset of Catalyst prediction with 721,799 reactions and 888 catalyst types from USPTO. Predict which catalyst facilitates the given reaction. Reactant: [Br:1][C:2]1[C:7]([CH:8]=[O:9])=[CH:6][CH:5]=[CH:4][N:3]=1.[CH3:10][Mg]Br. The catalyst class is: 1. Product: [Br:1][C:2]1[C:7]([CH:8]([OH:9])[CH3:10])=[CH:6][CH:5]=[CH:4][N:3]=1.